Dataset: Forward reaction prediction with 1.9M reactions from USPTO patents (1976-2016). Task: Predict the product of the given reaction. (1) Given the reactants [CH2:1]([N:3]([CH2:20][CH3:21])[CH2:4][CH2:5][NH:6]C(C1C=CC2C(=CC=C(I)C=2)C=1)=O)[CH3:2].[I:22][C:23]1[CH:36]=[C:35]([C:37]([O:39]C)=O)[C:34]2[C:25](=[CH:26][C:27]3[C:32]([N:33]=2)=[CH:31][CH:30]=[CH:29][CH:28]=3)[CH:24]=1.[K+].[Br-].IC1C=C2C(=CC=1)NC(C(OCC)=O)=C2.Cl.C(N(CC)CCNC(C1SC2C=CC=C(I)C=2C=1)=O)C, predict the reaction product. The product is: [CH2:1]([N:3]([CH2:20][CH3:21])[CH2:4][CH2:5][NH:6][C:37]([C:35]1[C:34]2[C:25](=[CH:26][C:27]3[C:32]([N:33]=2)=[CH:31][CH:30]=[CH:29][CH:28]=3)[CH:24]=[C:23]([I:22])[CH:36]=1)=[O:39])[CH3:2]. (2) Given the reactants [C:1]1(B(O)O)[CH:6]=[CH:5][CH:4]=[CH:3][CH:2]=1.[C:10]([C:12]1[CH:17]=[C:16](Br)[CH:15]=[CH:14][C:13]=1[NH:19][S:20]([NH2:23])(=[O:22])=[O:21])#[N:11].C(=O)([O-])[O-].[K+].[K+], predict the reaction product. The product is: [C:10]([C:12]1[CH:17]=[C:16]([C:1]2[CH:6]=[CH:5][CH:4]=[CH:3][CH:2]=2)[CH:15]=[CH:14][C:13]=1[NH:19][S:20]([NH2:23])(=[O:22])=[O:21])#[N:11]. (3) Given the reactants [N:1]1[CH:6]=[CH:5][C:4]([C:7]2[C:8](=[O:17])[NH:9][C:10]3[C:15]([CH:16]=2)=[CH:14][CH:13]=[CH:12][CH:11]=3)=[CH:3][CH:2]=1.Cl.[H][H], predict the reaction product. The product is: [NH:1]1[CH2:2][CH2:3][CH:4]([C:7]2[C:8](=[O:17])[NH:9][C:10]3[C:15]([CH:16]=2)=[CH:14][CH:13]=[CH:12][CH:11]=3)[CH2:5][CH2:6]1. (4) Given the reactants [I:1][C:2]1[CH:7]=[CH:6][CH:5]=[CH:4][C:3]=1[OH:8].C(N(CC)CC)C.[CH3:16][S:17](Cl)(=[O:19])=[O:18], predict the reaction product. The product is: [CH3:16][S:17]([O:8][C:3]1[CH:4]=[CH:5][CH:6]=[CH:7][C:2]=1[I:1])(=[O:19])=[O:18]. (5) Given the reactants [CH:1]1([NH:4][C:5](=[O:26])[C:6]2[CH:11]=[CH:10][C:9]([CH3:12])=[C:8]([N:13]3[CH:22]=[CH:21][C:20]4[C:15](=[CH:16][C:17]([O:23]C)=[CH:18][CH:19]=4)[C:14]3=[O:25])[CH:7]=2)[CH2:3][CH2:2]1.[I-].[Li+].[OH-].[Na+].Cl, predict the reaction product. The product is: [CH:1]1([NH:4][C:5](=[O:26])[C:6]2[CH:11]=[CH:10][C:9]([CH3:12])=[C:8]([N:13]3[CH:22]=[CH:21][C:20]4[C:15](=[CH:16][C:17]([OH:23])=[CH:18][CH:19]=4)[C:14]3=[O:25])[CH:7]=2)[CH2:3][CH2:2]1. (6) Given the reactants [CH3:1][C:2]1[CH:3]=[C:4]2[C:9](=[CH:10][CH:11]=1)[NH:8][C:7](=[O:12])[C:6]([C:13]#[N:14])=[C:5]2[N:15]1[CH2:20][CH2:19][N:18]([C:21]([C:23]2[S:24][CH:25]=[CH:26][CH:27]=2)=[O:22])[CH2:17][CH2:16]1.Cl.Cl[CH2:30][CH2:31][N:32]1[CH2:36][CH2:35][CH2:34][CH2:33]1.C(=O)([O-])[O-].[K+].[K+], predict the reaction product. The product is: [CH3:1][C:2]1[CH:3]=[C:4]2[C:9](=[CH:10][CH:11]=1)[N:8]([CH2:30][CH2:31][N:32]1[CH2:36][CH2:35][CH2:34][CH2:33]1)[C:7](=[O:12])[C:6]([C:13]#[N:14])=[C:5]2[N:15]1[CH2:16][CH2:17][N:18]([C:21]([C:23]2[S:24][CH:25]=[CH:26][CH:27]=2)=[O:22])[CH2:19][CH2:20]1.